Task: Predict the product of the given reaction.. Dataset: Forward reaction prediction with 1.9M reactions from USPTO patents (1976-2016) (1) Given the reactants [NH2:1][C:2]1[CH:7]=[CH:6][CH:5]=[CH:4][C:3]=1/[CH:8]=[CH:9]/[C:10]([O:12][CH3:13])=[O:11].[CH3:14][C:15](=O)[CH3:16].[BH3-]C#N.[Na+], predict the reaction product. The product is: [CH:15]([NH:1][C:2]1[CH:7]=[CH:6][CH:5]=[CH:4][C:3]=1/[CH:8]=[CH:9]/[C:10]([O:12][CH3:13])=[O:11])([CH3:16])[CH3:14]. (2) Given the reactants [NH:1]1[CH2:6][CH2:5][CH2:4][C:3]2([O:11][C:10]3[C:12]4[C:17]([C:18](=[O:21])[C:19](=[O:20])[C:9]=3[S:8][CH2:7]2)=[CH:16][CH:15]=[CH:14][CH:13]=4)[CH2:2]1.[CH2:22]([C@H:29]1[CH2:31][O:30]1)[C:23]1[CH:28]=[CH:27][CH:26]=[CH:25][CH:24]=1, predict the reaction product. The product is: [OH:30][C@@H:29]([CH2:22][C:23]1[CH:28]=[CH:27][CH:26]=[CH:25][CH:24]=1)[CH2:31][N:1]1[CH2:6][CH2:5][CH2:4][C:3]2([O:11][C:10]3[C:12]4[C:17]([C:18](=[O:21])[C:19](=[O:20])[C:9]=3[S:8][CH2:7]2)=[CH:16][CH:15]=[CH:14][CH:13]=4)[CH2:2]1. (3) Given the reactants [CH3:1][O:2][C:3]1[CH:4]=[C:5]([CH:28]=[CH:29][C:30]=1[C:31]1[NH:35][C:34](=[O:36])[O:33][N:32]=1)[O:6][CH2:7][C:8]1[S:12][C:11]([C:13]2[CH:18]=[CH:17][C:16]([C:19]([F:22])([F:21])[F:20])=[CH:15][CH:14]=2)=[N:10][C:9]=1[CH2:23][O:24]C(=O)C.[OH-].[Li+], predict the reaction product. The product is: [OH:24][CH2:23][C:9]1[N:10]=[C:11]([C:13]2[CH:18]=[CH:17][C:16]([C:19]([F:20])([F:21])[F:22])=[CH:15][CH:14]=2)[S:12][C:8]=1[CH2:7][O:6][C:5]1[CH:28]=[CH:29][C:30]([C:31]2[NH:35][C:34](=[O:36])[O:33][N:32]=2)=[C:3]([O:2][CH3:1])[CH:4]=1.